This data is from Catalyst prediction with 721,799 reactions and 888 catalyst types from USPTO. The task is: Predict which catalyst facilitates the given reaction. (1) Reactant: [CH2:1]([N:8]1[C:13](=[O:14])[C:12]2[C:15]([CH3:18])=[N:16][O:17][C:11]=2[N:10]=[C:9]1[CH:19](Br)[CH2:20][CH3:21])[C:2]1[CH:7]=[CH:6][CH:5]=[CH:4][CH:3]=1.Cl.[NH2:24][CH2:25][CH2:26][C:27]([NH2:29])=[O:28].CCN(C(C)C)C(C)C. Product: [CH2:1]([N:8]1[C:13](=[O:14])[C:12]2[C:15]([CH3:18])=[N:16][O:17][C:11]=2[N:10]=[C:9]1[CH:19]([NH:24][CH2:25][CH2:26][C:27]([NH2:29])=[O:28])[CH2:20][CH3:21])[C:2]1[CH:7]=[CH:6][CH:5]=[CH:4][CH:3]=1. The catalyst class is: 14. (2) Reactant: CC(C)([O-:4])C.[K+].N.[CH3:8][O:9][C:10]1[CH:15]=[CH:14][N:13]=[CH:12][C:11]=1[N+:16]([O-:18])=[O:17].C(OO)(C)(C)C.[Cl-].[NH4+]. Product: [CH3:8][O:9][C:10]1[C:11]([N+:16]([O-:18])=[O:17])=[CH:12][NH:13][C:14](=[O:4])[CH:15]=1. The catalyst class is: 7.